The task is: Predict the reactants needed to synthesize the given product.. This data is from Full USPTO retrosynthesis dataset with 1.9M reactions from patents (1976-2016). (1) Given the product [CH3:30][O:31][C:32]1[C:33](=[O:56])[C:34]([CH3:55])=[C:35]([CH2:41][C:42]2[C:43]([O:51][C:52](=[O:54])[CH3:53])=[C:44]([CH:48]=[CH:49][CH:50]=2)[C:45]([NH:11][C:10]2[CH:12]=[CH:13][C:7]([N:4]3[CH2:3][CH2:2][O:1][CH2:6][CH2:5]3)=[CH:8][CH:9]=2)=[O:46])[C:36](=[O:40])[C:37]=1[O:38][CH3:39], predict the reactants needed to synthesize it. The reactants are: [O:1]1[CH2:6][CH2:5][N:4]([C:7]2[CH:13]=[CH:12][C:10]([NH2:11])=[CH:9][CH:8]=2)[CH2:3][CH2:2]1.C(N(CC)CC)C.[Cl-].ClC1N(C)CC[NH+]1C.[CH3:30][O:31][C:32]1[C:33](=[O:56])[C:34]([CH3:55])=[C:35]([CH2:41][C:42]2[C:43]([O:51][C:52](=[O:54])[CH3:53])=[C:44]([CH:48]=[CH:49][CH:50]=2)[C:45](O)=[O:46])[C:36](=[O:40])[C:37]=1[O:38][CH3:39]. (2) Given the product [CH2:13]([O:8][C:3](=[O:7])[CH:2]([CH3:1])[CH2:6][CH2:5][O:4][CH2:13][C:14]1[CH:19]=[CH:18][CH:17]=[CH:16][CH:15]=1)[C:14]1[CH:19]=[CH:18][CH:17]=[CH:16][CH:15]=1, predict the reactants needed to synthesize it. The reactants are: [CH3:1][CH:2]1[CH2:6][CH2:5][O:4][C:3]1=[O:7].[OH-:8].[K+].[H-].[Na+].Br[CH2:13][C:14]1[CH:19]=[CH:18][CH:17]=[CH:16][CH:15]=1. (3) Given the product [CH3:1][O:2][C:3]([C:5]1[N:6]([CH2:23][C:24]2[CH:29]=[C:28]([O:30][CH3:31])[CH:27]=[C:26]([O:32][CH3:33])[CH:25]=2)[C:7](=[O:22])[C:8]2[C:13]([C:14]=1[C:15]1[CH:16]=[CH:17][CH:18]=[CH:19][CH:20]=1)=[CH:12][CH:11]=[CH:10][CH:9]=2)=[O:4], predict the reactants needed to synthesize it. The reactants are: [CH3:1][O:2][C:3]([C:5]1[N:6]([CH2:23][C:24]2[CH:29]=[C:28]([O:30][CH3:31])[CH:27]=[C:26]([O:32][CH3:33])[CH:25]=2)[C:7](=[O:22])[C:8]2[C:13]([C:14]=1[C:15]1[CH:20]=[CH:19][CH:18]=[CH:17][CH:16]=1)=[CH:12][C:11](Br)=[CH:10][CH:9]=2)=[O:4].[H][H]. (4) Given the product [CH3:13][O:12][CH2:11][CH2:10][CH2:9][O:8][C:3]1[CH:4]=[CH:5][CH:6]=[CH:7][C:2]=1[N:14]1[C:22]2[C:17](=[CH:18][CH:19]=[CH:20][CH:21]=2)[CH:16]=[CH:15]1, predict the reactants needed to synthesize it. The reactants are: I[C:2]1[CH:7]=[CH:6][CH:5]=[CH:4][C:3]=1[O:8][CH2:9][CH2:10][CH2:11][O:12][CH3:13].[NH:14]1[C:22]2[C:17](=[CH:18][CH:19]=[CH:20][CH:21]=2)[CH:16]=[CH:15]1.N1CCC[C@H]1C(O)=O.C(=O)([O-])[O-].[K+].[K+]. (5) Given the product [F:1][C:2]1[CH:10]=[C:9]2[C:5]([C:6]([C:20]3[CH:21]=[N:22][N:23]([CH2:25][CH:26]4[CH2:31][CH2:30][N:29]([CH2:45][C:46]([F:49])([F:48])[F:47])[CH2:28][CH2:27]4)[CH:24]=3)=[CH:7][N:8]2[S:11]([C:14]2[CH:15]=[CH:16][CH:17]=[CH:18][CH:19]=2)(=[O:12])=[O:13])=[CH:4][CH:3]=1, predict the reactants needed to synthesize it. The reactants are: [F:1][C:2]1[CH:10]=[C:9]2[C:5]([C:6]([C:20]3[CH:21]=[N:22][N:23]([CH2:25][CH:26]4[CH2:31][CH2:30][NH:29][CH2:28][CH2:27]4)[CH:24]=3)=[CH:7][N:8]2[S:11]([C:14]2[CH:19]=[CH:18][CH:17]=[CH:16][CH:15]=2)(=[O:13])=[O:12])=[CH:4][CH:3]=1.CCN(CC)CC.FC(F)(F)S(O[CH2:45][C:46]([F:49])([F:48])[F:47])(=O)=O. (6) Given the product [NH:4]1[CH:6]=[CH:19][C:18]([C:11]2[CH:10]=[N:9][N:13]3[CH:14]=[CH:15][CH:16]=[CH:17][C:12]=23)=[N:22]1, predict the reactants needed to synthesize it. The reactants are: COC(OC)[N:4]([CH3:6])C.[N:9]1[N:13]2[CH:14]=[CH:15][CH:16]=[CH:17][C:12]2=[C:11]([C:18](=O)[CH3:19])[CH:10]=1.C[N:22](C=O)C.